Dataset: NCI-60 drug combinations with 297,098 pairs across 59 cell lines. Task: Regression. Given two drug SMILES strings and cell line genomic features, predict the synergy score measuring deviation from expected non-interaction effect. (1) Drug 1: C1CCN(CC1)CCOC2=CC=C(C=C2)C(=O)C3=C(SC4=C3C=CC(=C4)O)C5=CC=C(C=C5)O. Drug 2: CCN(CC)CCNC(=O)C1=C(NC(=C1C)C=C2C3=C(C=CC(=C3)F)NC2=O)C. Cell line: MDA-MB-435. Synergy scores: CSS=-5.71, Synergy_ZIP=8.69, Synergy_Bliss=10.4, Synergy_Loewe=-4.69, Synergy_HSA=-1.39. (2) Drug 1: CCCS(=O)(=O)NC1=C(C(=C(C=C1)F)C(=O)C2=CNC3=C2C=C(C=N3)C4=CC=C(C=C4)Cl)F. Drug 2: CCCS(=O)(=O)NC1=C(C(=C(C=C1)F)C(=O)C2=CNC3=C2C=C(C=N3)C4=CC=C(C=C4)Cl)F. Cell line: MDA-MB-231. Synergy scores: CSS=-1.58, Synergy_ZIP=0.0602, Synergy_Bliss=-1.83, Synergy_Loewe=-2.39, Synergy_HSA=-3.85.